This data is from Catalyst prediction with 721,799 reactions and 888 catalyst types from USPTO. The task is: Predict which catalyst facilitates the given reaction. (1) Reactant: [NH2:1][C:2]1[CH:7]=[CH:6][C:5]([N:8]2[CH:13]=[CH:12][CH:11]=[CH:10][C:9]2=[O:14])=[CH:4][C:3]=1[F:15].C[Al](C)C.C([O:22][C:23]([C:25]1[O:29][N:28]=[C:27]([CH2:30][NH:31][C:32]([C:34]2[S:35][C:36]([Cl:39])=[CH:37][CH:38]=2)=[O:33])[N:26]=1)=O)C.[O-]S([O-])(=O)=O.[Mg+2]. Product: [F:15][C:3]1[CH:4]=[C:5]([N:8]2[CH:13]=[CH:12][CH:11]=[CH:10][C:9]2=[O:14])[CH:6]=[CH:7][C:2]=1[NH:1][C:23]([C:25]1[O:29][N:28]=[C:27]([CH2:30][NH:31][C:32]([C:34]2[S:35][C:36]([Cl:39])=[CH:37][CH:38]=2)=[O:33])[N:26]=1)=[O:22]. The catalyst class is: 38. (2) Reactant: [Cl:1][C:2]1[CH:28]=[CH:27][C:5]([CH2:6][NH:7][C:8]([C:10]2[C:11]([OH:26])=[C:12]3[CH:18]=[C:17]([CH2:19][N:20]4[CH2:25][CH2:24][O:23][CH2:22][CH2:21]4)[S:16][C:13]3=[N:14][CH:15]=2)=[O:9])=[CH:4][CH:3]=1.C(=O)([O-])[O-].[K+].[K+].I[CH2:36][CH2:37][CH3:38].O. Product: [Cl:1][C:2]1[CH:28]=[CH:27][C:5]([CH2:6][NH:7][C:8]([C:10]2[C:11](=[O:26])[C:12]3[CH:18]=[C:17]([CH2:19][N:20]4[CH2:21][CH2:22][O:23][CH2:24][CH2:25]4)[S:16][C:13]=3[N:14]([CH2:36][CH2:37][CH3:38])[CH:15]=2)=[O:9])=[CH:4][CH:3]=1. The catalyst class is: 3. (3) Reactant: [C:1]([O:5][C:6](=[O:25])[NH:7][C:8]1[CH:13]=[CH:12][C:11]([C:14]2[CH:19]=[CH:18][C:17]([O:20][CH3:21])=[CH:16][CH:15]=2)=[CH:10][C:9]=1[N+:22]([O-])=O)([CH3:4])([CH3:3])[CH3:2]. Product: [C:1]([O:5][C:6](=[O:25])[NH:7][C:8]1[CH:13]=[CH:12][C:11]([C:14]2[CH:19]=[CH:18][C:17]([O:20][CH3:21])=[CH:16][CH:15]=2)=[CH:10][C:9]=1[NH2:22])([CH3:4])([CH3:2])[CH3:3]. The catalyst class is: 181. (4) Reactant: [Br:1][C:2]1[CH:7]=[CH:6][C:5]([CH:8]([C:21]2[CH:26]=[CH:25][CH:24]=[CH:23][C:22]=2[CH3:27])[CH2:9][C:10]([C:12]2(OC)[CH:17]=[CH:16][CH:15]=[N+:14]([O-])[NH:13]2)=[O:11])=[CH:4][CH:3]=1.P(Br)(Br)Br.C(=O)([O-])[OH:33].[Na+]. Product: [Br:1][C:2]1[CH:7]=[CH:6][C:5]([C@H:8]([C:21]2[CH:26]=[CH:25][CH:24]=[CH:23][C:22]=2[CH3:27])[CH2:9][C:10]([C:12]2[CH:17]=[CH:16][C:15](=[O:33])[NH:14][N:13]=2)=[O:11])=[CH:4][CH:3]=1. The catalyst class is: 13. (5) Reactant: [CH2:1]([P:9]([CH2:18][CH2:19][CH2:20][CH2:21][CH2:22][CH2:23][CH2:24][CH3:25])[CH2:10][CH2:11][CH2:12][CH2:13][CH2:14][CH2:15][CH2:16][CH3:17])[CH2:2][CH2:3][CH2:4][CH2:5][CH2:6][CH2:7][CH3:8].[I:26][CH3:27]. Product: [I-:26].[CH2:18]([P+:9]([CH2:1][CH2:2][CH2:3][CH2:4][CH2:5][CH2:6][CH2:7][CH3:8])([CH2:10][CH2:11][CH2:12][CH2:13][CH2:14][CH2:15][CH2:16][CH3:17])[CH3:27])[CH2:19][CH2:20][CH2:21][CH2:22][CH2:23][CH2:24][CH3:25]. The catalyst class is: 81. (6) Reactant: [CH3:1][C:2]1[CH:7]=[C:6]([O:8][CH2:9][CH2:10][CH2:11][S:12]([CH3:15])(=[O:14])=[O:13])[CH:5]=[C:4]([CH3:16])[C:3]=1[C:17]1[CH:22]=[CH:21][CH:20]=[C:19]([CH2:23][O:24][C:25]2[CH:37]=[CH:36][C:28]3[C@H:29]([CH2:32][C:33]([OH:35])=[O:34])[CH2:30][O:31][C:27]=3[CH:26]=2)[CH:18]=1.O. Product: [OH2:8].[CH3:16][C:4]1[CH:5]=[C:6]([O:8][CH2:9][CH2:10][CH2:11][S:12]([CH3:15])(=[O:14])=[O:13])[CH:7]=[C:2]([CH3:1])[C:3]=1[C:17]1[CH:22]=[CH:21][CH:20]=[C:19]([CH2:23][O:24][C:25]2[CH:37]=[CH:36][C:28]3[C@H:29]([CH2:32][C:33]([OH:35])=[O:34])[CH2:30][O:31][C:27]=3[CH:26]=2)[CH:18]=1. The catalyst class is: 21. (7) Reactant: [H-].[Na+].[N:3]1[C:12]2[C:7](=[CH:8][CH:9]=[C:10]([OH:13])[CH:11]=2)[CH:6]=[CH:5][CH:4]=1.[CH3:14]I. Product: [CH3:14][O:13][C:10]1[CH:11]=[C:12]2[C:7]([CH:6]=[CH:5][CH:4]=[N:3]2)=[CH:8][CH:9]=1. The catalyst class is: 3. (8) Reactant: [O:1]=[C:2]1[C:7]([NH:8][CH:9]=[C:10]([C:16]([O:18][CH2:19][CH3:20])=[O:17])[C:11]([O:13][CH2:14][CH3:15])=[O:12])=[CH:6][CH:5]=[CH:4][NH:3]1.C(=O)([O-])[O-].[K+].[K+].[CH3:27][O:28][C:29]1[CH:36]=[CH:35][C:32]([CH2:33]Cl)=[CH:31][CH:30]=1. Product: [CH3:27][O:28][C:29]1[CH:36]=[CH:35][C:32]([CH2:33][N:3]2[CH:4]=[CH:5][CH:6]=[C:7]([NH:8][CH:9]=[C:10]([C:16]([O:18][CH2:19][CH3:20])=[O:17])[C:11]([O:13][CH2:14][CH3:15])=[O:12])[C:2]2=[O:1])=[CH:31][CH:30]=1. The catalyst class is: 18.